Dataset: Forward reaction prediction with 1.9M reactions from USPTO patents (1976-2016). Task: Predict the product of the given reaction. Given the reactants Br[C:2]1[CH:3]=[C:4]([CH2:8][N:9]2[CH:13]=[C:12]([NH:14][C:15]([C:17]3[C:25]4[C:20](=[CH:21][C:22]([C:26]5[CH:27]=[N:28][N:29](C6CCCCO6)[CH:30]=5)=[CH:23][CH:24]=4)[N:19](COCC[Si](C)(C)C)[N:18]=3)=[O:16])[CH:11]=[N:10]2)[CH:5]=[CH:6][CH:7]=1.[CH3:45][N:46]1[CH2:51][CH2:50][NH:49][CH2:48][CH2:47]1.CC(OC1C=CC=C(OC(C)C)C=1C1C(P(C2CCCCC2)C2CCCCC2)=CC=CC=1)C.[Li+].C[Si]([N-][Si](C)(C)C)(C)C.C([SiH](C(C)C)C(C)C)(C)C, predict the reaction product. The product is: [CH3:45][N:46]1[CH2:51][CH2:50][N:49]([C:2]2[CH:3]=[C:4]([CH2:8][N:9]3[CH:13]=[C:12]([NH:14][C:15]([C:17]4[C:25]5[C:20](=[CH:21][C:22]([C:26]6[CH:30]=[N:29][NH:28][CH:27]=6)=[CH:23][CH:24]=5)[NH:19][N:18]=4)=[O:16])[CH:11]=[N:10]3)[CH:5]=[CH:6][CH:7]=2)[CH2:48][CH2:47]1.